Dataset: Full USPTO retrosynthesis dataset with 1.9M reactions from patents (1976-2016). Task: Predict the reactants needed to synthesize the given product. (1) Given the product [CH3:17][CH:18]1[NH:19][CH:20]([CH3:24])[CH2:21][N:22]([C:14]([CH:11]2[CH2:10][CH2:9][N:8]([C:6]([O:5][C:1]([CH3:2])([CH3:3])[CH3:4])=[O:7])[CH2:13][CH2:12]2)=[O:16])[CH2:23]1, predict the reactants needed to synthesize it. The reactants are: [C:1]([O:5][C:6]([N:8]1[CH2:13][CH2:12][CH:11]([C:14]([OH:16])=O)[CH2:10][CH2:9]1)=[O:7])([CH3:4])([CH3:3])[CH3:2].[CH3:17][CH:18]1[CH2:23][NH:22][CH2:21][CH:20]([CH3:24])[NH:19]1.C(Cl)CCl. (2) Given the product [CH3:7][CH2:6][O:5][Si:4]([O:3][CH2:2][CH3:1])([O:8][CH2:9][CH3:10])[O:11][CH2:12][CH3:13], predict the reactants needed to synthesize it. The reactants are: [CH3:1][CH2:2][O:3][Si:4]([O:11][CH2:12][CH3:13])([O:8][CH2:9][CH3:10])[O:5][CH2:6][CH3:7].C(O)C.Cl.O. (3) Given the product [Cl:11][C:12]1[CH:19]=[CH:18][CH:17]=[CH:16][C:13]=1[CH:14]1[C:2]([C:1]([O:7][CH2:8][CH:9]=[CH2:10])=[O:6])=[C:3]([CH3:5])[NH:20][C:3]([CH3:5])=[C:2]1[C:1]([O:7][CH2:8][CH:9]=[CH2:10])=[O:21], predict the reactants needed to synthesize it. The reactants are: [C:1]([O:7][CH2:8][CH:9]=[CH2:10])(=[O:6])[CH2:2][C:3]([CH3:5])=O.[Cl:11][C:12]1[CH:19]=[CH:18][CH:17]=[CH:16][C:13]=1[CH:14]=O.[NH4+:20].[OH-:21]. (4) Given the product [Cl:1][C:2]1[CH:3]=[C:4]2[C:13](=[CH:14][N:15]=1)[C:12]1[N:8]([CH:9]=[C:10]([C:16](/[N:18]=[CH:19]/[N:20]([CH3:22])[CH3:21])=[O:17])[N:11]=1)[CH2:7][CH2:6][O:5]2, predict the reactants needed to synthesize it. The reactants are: [Cl:1][C:2]1[CH:3]=[C:4]2[C:13](=[CH:14][N:15]=1)[C:12]1[N:8]([CH:9]=[C:10]([C:16]([NH2:18])=[O:17])[N:11]=1)[CH2:7][CH2:6][O:5]2.[CH3:19][N:20]([CH:22](OC)OC)[CH3:21]. (5) Given the product [F:31][C:23]1[CH:22]=[C:21]([CH2:20][C:19]([NH:18][C:14]2[C:13]([CH3:33])=[CH:12][CH:11]=[C:10]3[C:15]=2[CH:16]=[CH:17][N:8]([C@H:6]([CH3:7])[CH2:5][NH:4][CH3:1])[C:9]3=[O:34])=[O:32])[CH:26]=[CH:25][C:24]=1[C:27]([F:30])([F:28])[F:29], predict the reactants needed to synthesize it. The reactants are: [CH2:1]([N:4](C)[CH2:5][C@H:6]([N:8]1[CH:17]=[CH:16][C:15]2[C:10](=[CH:11][CH:12]=[C:13]([CH3:33])[C:14]=2[NH:18][C:19](=[O:32])[CH2:20][C:21]2[CH:26]=[CH:25][C:24]([C:27]([F:30])([F:29])[F:28])=[C:23]([F:31])[CH:22]=2)[C:9]1=[O:34])[CH3:7])C=C.C(Cl)Cl.CN1C(=O)CC(=O)N(C)C1=O. (6) Given the product [C:14]([N:6]1[C:7]2[CH:8]=[CH:9][C:10]([CH3:13])=[CH:11][C:12]=2[C:4]2[CH2:3][N:2]([CH3:1])[CH2:27][CH2:26][C:5]1=2)#[CH:15], predict the reactants needed to synthesize it. The reactants are: [CH3:1][N:2]1[CH2:27][CH2:26][C:5]2[N:6]([C:14]#[C:15][Si](C(C)C)(C(C)C)C(C)C)[C:7]3[CH:8]=[CH:9][C:10]([CH3:13])=[CH:11][C:12]=3[C:4]=2[CH2:3]1.[F-].C([N+](CCCC)(CCCC)CCCC)CCC. (7) Given the product [NH:8]1[C:12]2=[N:13][CH:14]=[N:15][C:16]([C:17]3[C:18]([NH:23][C:24]4[C:25]([CH3:43])=[CH:26][CH:27]=[C:28]5[C:33]=4[N:32]=[CH:31][N:30]=[C:29]5[NH:34][C:35]4[CH:42]=[CH:41][C:38]([C:39]#[N:40])=[CH:37][CH:36]=4)=[N:19][CH:20]=[CH:21][CH:22]=3)=[C:11]2[CH:10]=[N:9]1, predict the reactants needed to synthesize it. The reactants are: COC1C=CC(C[N:8]2[C:12]3=[N:13][CH:14]=[N:15][C:16]([C:17]4[C:18]([NH:23][C:24]5[C:25]([CH3:43])=[CH:26][CH:27]=[C:28]6[C:33]=5[N:32]=[CH:31][N:30]=[C:29]6[NH:34][C:35]5[CH:42]=[CH:41][C:38]([C:39]#[N:40])=[CH:37][CH:36]=5)=[N:19][CH:20]=[CH:21][CH:22]=4)=[C:11]3[CH:10]=[N:9]2)=CC=1. (8) Given the product [CH3:32][O:33][C:34]1[CH:35]=[C:36]([NH:37][C:2]2[C:3]3[NH:22][N:21]=[CH:20][C:4]=3[N:5]=[C:6]([C:8]3[CH:13]=[CH:12][CH:11]=[C:10]([N:14]4[CH2:15][CH2:16][O:17][CH2:18][CH2:19]4)[CH:9]=3)[N:7]=2)[CH:38]=[CH:39][C:40]=1[O:41][CH3:42], predict the reactants needed to synthesize it. The reactants are: Cl[C:2]1[C:3]2[C:4](=[CH:20][N:21](CC3C=CC(OC)=CC=3)[N:22]=2)[N:5]=[C:6]([C:8]2[CH:9]=[C:10]([N:14]3[CH2:19][CH2:18][O:17][CH2:16][CH2:15]3)[CH:11]=[CH:12][CH:13]=2)[N:7]=1.[CH3:32][O:33][C:34]1[CH:35]=[C:36]([CH:38]=[CH:39][C:40]=1[O:41][CH3:42])[NH2:37].Cl. (9) Given the product [CH3:1][O:2][C:3]1[CH:4]=[C:5]([C:11]2[C:22](=[O:23])[N:21]([CH2:24][CH3:25])[C:14]3[N:15]=[C:16]([NH:26][C:27]4[CH:32]=[CH:31][N:30]=[CH:29][CH:28]=4)[N:17]=[N:18][C:13]=3[CH:12]=2)[CH:6]=[C:7]([O:9][CH3:10])[CH:8]=1, predict the reactants needed to synthesize it. The reactants are: [CH3:1][O:2][C:3]1[CH:4]=[C:5]([C:11]2[C:22](=[O:23])[N:21]([CH2:24][CH3:25])[C:14]3[N:15]=[C:16](SC)[N:17]=[N:18][C:13]=3[CH:12]=2)[CH:6]=[C:7]([O:9][CH3:10])[CH:8]=1.[NH2:26][C:27]1[CH:32]=[CH:31][N:30]=[CH:29][CH:28]=1. (10) Given the product [CH2:1]([O:8][C:9]1[CH:24]=[CH:23][C:22]([C:25](=[O:28])[CH2:26][O:27][C:43]([O:42][C:41]2[CH:51]=[CH:52][C:38]([C:34]([CH3:37])([CH3:36])[CH3:35])=[CH:39][CH:40]=2)=[O:44])=[CH:21][C:10]=1[C:11]([O:13][CH2:14][C:15]1[CH:20]=[CH:19][CH:18]=[CH:17][CH:16]=1)=[O:12])[C:2]1[CH:3]=[CH:4][CH:5]=[CH:6][CH:7]=1, predict the reactants needed to synthesize it. The reactants are: [CH2:1]([O:8][C:9]1[CH:24]=[CH:23][C:22]([C:25](=[O:28])[CH2:26][OH:27])=[CH:21][C:10]=1[C:11]([O:13][CH2:14][C:15]1[CH:20]=[CH:19][CH:18]=[CH:17][CH:16]=1)=[O:12])[C:2]1[CH:7]=[CH:6][CH:5]=[CH:4][CH:3]=1.F[B-](F)(F)F.[C:34]([C:38]1[CH:52]=[CH:51][C:41]([O:42][C:43](N2C=C[N+](C)=C2)=[O:44])=[CH:40][CH:39]=1)([CH3:37])([CH3:36])[CH3:35].